This data is from Peptide-MHC class I binding affinity with 185,985 pairs from IEDB/IMGT. The task is: Regression. Given a peptide amino acid sequence and an MHC pseudo amino acid sequence, predict their binding affinity value. This is MHC class I binding data. The peptide sequence is EVIEQWHSL. The MHC is HLA-B18:01 with pseudo-sequence HLA-B18:01. The binding affinity (normalized) is 0.0847.